From a dataset of Catalyst prediction with 721,799 reactions and 888 catalyst types from USPTO. Predict which catalyst facilitates the given reaction. (1) Reactant: [Cl:1][C:2]1[CH:3]=[C:4]([CH2:9][OH:10])[CH:5]=[C:6]([Cl:8])[CH:7]=1.C1N=CN([C:16](N2C=NC=C2)=[O:17])C=1.C(N(CC)CC)C.[N:30]1[N:34]2[CH2:35][CH2:36][CH2:37][NH:38][CH2:39][C:33]2=[CH:32][C:31]=1[C:40]([O:42][CH2:43][CH3:44])=[O:41]. Product: [N:30]1[N:34]2[CH2:35][CH2:36][CH2:37][N:38]([C:16]([O:10][CH2:9][C:4]3[CH:3]=[C:2]([Cl:1])[CH:7]=[C:6]([Cl:8])[CH:5]=3)=[O:17])[CH2:39][C:33]2=[CH:32][C:31]=1[C:40]([O:42][CH2:43][CH3:44])=[O:41]. The catalyst class is: 3. (2) Reactant: C([SiH2]O[C:7](C)(C)[C:8]1[CH:13]=[CH:12][C:11]([Cl:14])=[CH:10][C:9]=1[C:15]1([OH:24])[CH2:20][CH2:19][CH2:18][N:17]2[CH:21]=[N:22][CH:23]=[C:16]12)(C)(C)C.C(=O)(O)[O-].[Na+]. Product: [Cl:14][C:11]1[CH:12]=[CH:13][C:8]2[CH2:7][O:24][C:15]3([CH2:20][CH2:19][CH2:18][N:17]4[CH:21]=[N:22][CH:23]=[C:16]34)[C:9]=2[CH:10]=1. The catalyst class is: 33. (3) Reactant: [Cu][C:2]#[N:3].Br[C:5]1[CH:10]=[CH:9][C:8]([CH3:11])=[C:7]([F:12])[CH:6]=1. Product: [F:12][C:7]1[CH:6]=[C:5]([C:2]#[N:3])[CH:10]=[CH:9][C:8]=1[CH3:11]. The catalyst class is: 3. (4) Reactant: [ClH:1].C(OCC)(=O)C.[CH:8]1([NH:12][C@@H:13]2[CH2:15][C@H:14]2[C:16]2[CH:17]=[C:18]([C:22]([NH:24][C:25]3[CH:26]=[N:27][N:28]([CH3:30])[CH:29]=3)=[O:23])[S:19][C:20]=2[CH3:21])[CH2:11][CH2:10][CH2:9]1. Product: [ClH:1].[CH:8]1([NH:12][C@@H:13]2[CH2:15][C@H:14]2[C:16]2[CH:17]=[C:18]([C:22]([NH:24][C:25]3[CH:26]=[N:27][N:28]([CH3:30])[CH:29]=3)=[O:23])[S:19][C:20]=2[CH3:21])[CH2:11][CH2:10][CH2:9]1. The catalyst class is: 13. (5) Reactant: [F:1][C:2]1[CH:11]=[C:10]([I:12])[C:9]([OH:13])=[CH:8][C:3]=1[C:4]([O:6][CH3:7])=[O:5].C(=O)([O-])[O-].[K+].[K+].CN(C=O)C.I[CH2:26][CH3:27]. Product: [CH2:26]([O:13][C:9]1[C:10]([I:12])=[CH:11][C:2]([F:1])=[C:3]([CH:8]=1)[C:4]([O:6][CH3:7])=[O:5])[CH3:27]. The catalyst class is: 13.